Dataset: Full USPTO retrosynthesis dataset with 1.9M reactions from patents (1976-2016). Task: Predict the reactants needed to synthesize the given product. (1) Given the product [CH2:1]([N:8]1[C:17](=[O:18])[C:16]2[C:11](=[CH:12][C:13]([O:20][C@H:36]3[CH2:32][CH2:33][O:34][CH2:35]3)=[C:14]([O:19][C@H:32]3[CH2:36][CH2:35][O:34][CH2:33]3)[CH:15]=2)[N:10]=[CH:9]1)[C:2]1[CH:3]=[CH:4][CH:5]=[CH:6][CH:7]=1, predict the reactants needed to synthesize it. The reactants are: [CH2:1]([N:8]1[C:17](=[O:18])[C:16]2[C:11](=[CH:12][C:13]([OH:20])=[C:14]([OH:19])[CH:15]=2)[N:10]=[CH:9]1)[C:2]1[CH:7]=[CH:6][CH:5]=[CH:4][CH:3]=1.CC1C=CC(S(O[C@@H:32]2[CH2:36][CH2:35][O:34][CH2:33]2)(=O)=O)=CC=1. (2) Given the product [CH3:1][O:2][CH2:3][CH2:4][CH:5]1[CH2:6][N:7]([C:11]([C:24]2[CH:29]=[CH:28][CH:27]=[CH:26][CH:25]=2)([C:18]2[CH:19]=[CH:20][CH:21]=[CH:22][CH:23]=2)[C:12]2[CH:17]=[CH:16][CH:15]=[CH:14][CH:13]=2)[CH2:8][CH2:9][N:10]1[CH3:32], predict the reactants needed to synthesize it. The reactants are: [CH3:1][O:2][CH2:3][CH2:4][CH:5]1[NH:10][CH2:9][CH2:8][N:7]([C:11]([C:24]2[CH:29]=[CH:28][CH:27]=[CH:26][CH:25]=2)([C:18]2[CH:23]=[CH:22][CH:21]=[CH:20][CH:19]=2)[C:12]2[CH:17]=[CH:16][CH:15]=[CH:14][CH:13]=2)[CH2:6]1.C=O.[C:32](O[BH-](OC(=O)C)OC(=O)C)(=O)C.[Na+]. (3) Given the product [C:15]([C:14]1([C:13]([O:19][CH3:20])=[O:18])[CH2:9][CH2:8]1)(=[O:16])[CH3:17], predict the reactants needed to synthesize it. The reactants are: C(=O)([O-])[O-].[K+].[K+].Cl[CH2:8][CH2:9]Cl.[I-].[K+].[C:13]([O:19][CH3:20])(=[O:18])[CH2:14][C:15]([CH3:17])=[O:16]. (4) Given the product [CH:18]1([C:21]2[CH:22]=[CH:23][C:24]([CH2:27][C:28]([NH:11][CH:10]([C:7]3[CH:6]=[CH:5][C:4]([O:3][CH3:2])=[CH:9][CH:8]=3)[C:12]3[N:13]=[C:14]([CH3:17])[NH:15][CH:16]=3)=[O:29])=[CH:25][CH:26]=2)[CH2:20][CH2:19]1, predict the reactants needed to synthesize it. The reactants are: [Cl-].[CH3:2][O:3][C:4]1[CH:9]=[CH:8][C:7]([CH:10]([C:12]2[N:13]=[C:14]([CH3:17])[NH:15][CH:16]=2)[NH3+:11])=[CH:6][CH:5]=1.[CH:18]1([C:21]2[CH:26]=[CH:25][C:24]([CH2:27][C:28](O)=[O:29])=[CH:23][CH:22]=2)[CH2:20][CH2:19]1.Cl.CN(C)CCCN=C=NCC.ON1C2N=CC=CC=2N=N1.C(N(CC)CC)C. (5) Given the product [CH3:9][O:8][C:4]1[CH:3]=[C:2]([O:19][CH2:18][C:15]2[CH:16]=[N:17][C:12]([C:11]([F:21])([F:10])[F:20])=[CH:13][CH:14]=2)[CH:7]=[CH:6][N:5]=1, predict the reactants needed to synthesize it. The reactants are: Br[C:2]1[CH:7]=[CH:6][N:5]=[C:4]([O:8][CH3:9])[CH:3]=1.[F:10][C:11]([F:21])([F:20])[C:12]1[N:17]=[CH:16][C:15]([CH2:18][OH:19])=[CH:14][CH:13]=1.CC1C=NC2C(C=1C)=CC=C1C=2N=CC(C)=C1C.C([O-])([O-])=O.[Cs+].[Cs+]. (6) The reactants are: [Br:1][C:2]1[C:11](I)=[CH:10][C:9]2[C:4](=[CH:5][CH:6]=[CH:7][CH:8]=2)[CH:3]=1.C([Mg]Br)(C)C.[B:18](OC)([O:21]C)[O:19]C.Cl. Given the product [Br:1][C:2]1[C:11]([B:18]([OH:21])[OH:19])=[CH:10][C:9]2[C:4]([CH:3]=1)=[CH:5][CH:6]=[CH:7][CH:8]=2, predict the reactants needed to synthesize it. (7) Given the product [Br:23][C:17]1([CH:21]=[O:22])[CH:18]=[CH:19][CH:20]=[C:15]([C:6]2[CH:7]=[C:8]([O:11][CH2:12][O:13][CH3:14])[CH:9]=[CH:10][C:5]=2[C:4]([OH:24])=[O:3])[CH2:16]1, predict the reactants needed to synthesize it. The reactants are: C([O:3][C:4](=[O:24])[C:5]1[CH:10]=[CH:9][C:8]([O:11][CH2:12][O:13][CH3:14])=[CH:7][C:6]=1[C:15]1[CH2:16][C:17]([Br:23])([CH:21]=[O:22])[CH:18]=[CH:19][CH:20]=1)C.[OH-].[K+].CCOC(C)=O.